From a dataset of Catalyst prediction with 721,799 reactions and 888 catalyst types from USPTO. Predict which catalyst facilitates the given reaction. (1) Reactant: [CH2:1]([C:8]1[C:13]([OH:14])=[CH:12][CH:11]=[C:10]([I:15])[N:9]=1)[C:2]1[CH:7]=[CH:6][CH:5]=[CH:4][CH:3]=1.[CH3:16][O:17][CH2:18]Cl.[H-].[Na+]. Product: [CH2:1]([C:8]1[C:13]([O:14][CH2:16][O:17][CH3:18])=[CH:12][CH:11]=[C:10]([I:15])[N:9]=1)[C:2]1[CH:3]=[CH:4][CH:5]=[CH:6][CH:7]=1. The catalyst class is: 7. (2) Reactant: Cl[C:2]1[C:3]2[CH:11]=[C:10]([Cl:12])[N:9]=[CH:8][C:4]=2[N:5]=[CH:6][N:7]=1.[F:13][C:14]1[CH:28]=[CH:27][C:17]([CH2:18][O:19][C:20]2[CH:26]=[CH:25][C:23]([NH2:24])=[CH:22][CH:21]=2)=[CH:16][CH:15]=1. Product: [Cl:12][C:10]1[N:9]=[CH:8][C:4]2[N:5]=[CH:6][N:7]=[C:2]([NH:24][C:23]3[CH:22]=[CH:21][C:20]([O:19][CH2:18][C:17]4[CH:27]=[CH:28][C:14]([F:13])=[CH:15][CH:16]=4)=[CH:26][CH:25]=3)[C:3]=2[CH:11]=1. The catalyst class is: 10. (3) Reactant: [C:1]([C:5]1[CH:10]=[CH:9][C:8]([S:11]([NH:14][C:15]2[CH:16]=[C:17]3[C:21](=[CH:22][CH:23]=2)[NH:20][C:19]([C:24](O)=[O:25])=[C:18]3[C:27]2[CH:32]=[CH:31][C:30]([Cl:33])=[CH:29][CH:28]=2)(=[O:13])=[O:12])=[CH:7][CH:6]=1)([CH3:4])([CH3:3])[CH3:2].[CH3:34][N:35]([CH3:39])[CH2:36][CH2:37][NH2:38]. Product: [CH3:34][N:35]([CH3:39])[CH2:36][CH2:37][NH:38][C:24]([C:19]1[NH:20][C:21]2[C:17]([C:18]=1[C:27]1[CH:28]=[CH:29][C:30]([Cl:33])=[CH:31][CH:32]=1)=[CH:16][C:15]([NH:14][S:11]([C:8]1[CH:7]=[CH:6][C:5]([C:1]([CH3:2])([CH3:3])[CH3:4])=[CH:10][CH:9]=1)(=[O:13])=[O:12])=[CH:23][CH:22]=2)=[O:25]. The catalyst class is: 98.